Dataset: Forward reaction prediction with 1.9M reactions from USPTO patents (1976-2016). Task: Predict the product of the given reaction. Given the reactants [CH3:1][O:2][C:3](=[O:16])[CH2:4][N:5]1[C:13]2[C:8](=[CH:9][C:10]([F:14])=[CH:11][CH:12]=2)[CH:7]=[C:6]1[CH3:15].[F:17][C:18]1[CH:23]=[CH:22][C:21]([S:24]([C:27]2[C:28]([CH:33]=O)=[N:29][CH:30]=[CH:31][CH:32]=2)(=[O:26])=[O:25])=[CH:20][CH:19]=1, predict the reaction product. The product is: [CH3:1][O:2][C:3](=[O:16])[CH2:4][N:5]1[C:13]2[C:8](=[CH:9][C:10]([F:14])=[CH:11][CH:12]=2)[C:7]([CH2:33][C:28]2[C:27]([S:24]([C:21]3[CH:20]=[CH:19][C:18]([F:17])=[CH:23][CH:22]=3)(=[O:25])=[O:26])=[CH:32][CH:31]=[CH:30][N:29]=2)=[C:6]1[CH3:15].